Predict which catalyst facilitates the given reaction. From a dataset of Catalyst prediction with 721,799 reactions and 888 catalyst types from USPTO. The catalyst class is: 839. Reactant: [CH2:1]([N:3]1[C:7]2=[N:8][C:9]([CH2:48][CH3:49])=[C:10]([CH2:19][NH:20][C:21]([C:23]3[CH:28]=[CH:27][CH:26]=[C:25]([C:29]([NH:31][CH2:32][C:33]4[CH:34]=[C:35]([C:40]5[CH:45]=[CH:44][CH:43]=[C:42]([CH:46]=O)[CH:41]=5)[C:36]([F:39])=[CH:37][CH:38]=4)=[O:30])[CH:24]=3)=[O:22])[C:11]([NH:12][CH:13]3[CH2:18][CH2:17][O:16][CH2:15][CH2:14]3)=[C:6]2[CH:5]=[N:4]1)[CH3:2].[CH3:50][N:51]1[CH2:56][CH2:55][NH:54][CH2:53][CH:52]1[CH3:57].C(O[BH-](OC(=O)C)OC(=O)C)(=O)C.[Na+].CC(O)=O. Product: [CH2:1]([N:3]1[C:7]2=[N:8][C:9]([CH2:48][CH3:49])=[C:10]([CH2:19][NH:20][C:21]([C:23]3[CH:28]=[CH:27][CH:26]=[C:25]([C:29]([NH:31][CH2:32][C:33]4[CH:34]=[C:35]([C:40]5[CH:45]=[CH:44][CH:43]=[C:42]([CH2:46][N:54]6[CH2:55][CH2:56][N:51]([CH3:50])[CH:52]([CH3:57])[CH2:53]6)[CH:41]=5)[C:36]([F:39])=[CH:37][CH:38]=4)=[O:30])[CH:24]=3)=[O:22])[C:11]([NH:12][CH:13]3[CH2:18][CH2:17][O:16][CH2:15][CH2:14]3)=[C:6]2[CH:5]=[N:4]1)[CH3:2].